From a dataset of Experimentally validated miRNA-target interactions with 360,000+ pairs, plus equal number of negative samples. Binary Classification. Given a miRNA mature sequence and a target amino acid sequence, predict their likelihood of interaction. (1) The miRNA is hsa-miR-3154 with sequence CAGAAGGGGAGUUGGGAGCAGA. The protein sequence of the target gene is MDHEAAQLEKQHVHNVYESTAPYFSDLQSKAWPRVRQFLQEQKPGSLIADIGCGTGKYLKVNSQVHTVGCDYCGPLVEIARNRGCEAMVCDNLNLPFRDEGFDAIISIGVIHHFSTKQRRIRAIKEMARVLVPGGQLMIYVWAMEQKNRHFEKQDVLVPWNRALCSQLFSESSQSGRKRQCGYPERGHPYHPPCSECSCSVCFKEQCGSKRSHSVGYEPAMARTCFANISKEGEEEYGFYSTLGKSFRSWFFSRSLDESTLRKQIERVRPLKNTEVWASSTVTVQPSRHSSLDFDHQEPF.... Result: 1 (interaction). (2) The miRNA is hsa-miR-3123 with sequence CAGAGAAUUGUUUAAUC. The protein sequence of the target gene is MTECFLPPSSSPSEHRRAEHGSGLTRTPSSEEISPTKFPGLYRTGEPSPPHDVLHEPPDTVSDDDKDHGKKKGKFKKKEKRTEGYAAFQEDSSGDEAESPSKVKRSKGIHVFKKPSFSKKKEKDFKIKEKPKEEKHKEEKHKEEKHKEKKSKDLTAADVVKQWKEKKKKKKPIQEPEVPQMDAPSVKPIFGVPLVDAVERTMMYDGVRLPAVFRECVDYMEKHGMKCEGVYRVSGIKSKVDELKAAYDREESPNLEEYEPNTVASLLKQYLRDLPENLLTKELMPRFEEACGKTTEMEKV.... Result: 0 (no interaction).